Regression. Given a peptide amino acid sequence and an MHC pseudo amino acid sequence, predict their binding affinity value. This is MHC class I binding data. From a dataset of Peptide-MHC class I binding affinity with 185,985 pairs from IEDB/IMGT. (1) The binding affinity (normalized) is 0. The MHC is HLA-B15:01 with pseudo-sequence HLA-B15:01. The peptide sequence is IALGVATAH. (2) The peptide sequence is YSVENVGLL. The MHC is H-2-Kb with pseudo-sequence H-2-Kb. The binding affinity (normalized) is 0.281. (3) The peptide sequence is MPSACANGWI. The MHC is HLA-B07:02 with pseudo-sequence HLA-B07:02. The binding affinity (normalized) is 0.0429. (4) The MHC is HLA-A11:01 with pseudo-sequence HLA-A11:01. The binding affinity (normalized) is 0.0847. The peptide sequence is MTRVTNNVY. (5) The peptide sequence is MSADNAGAL. The MHC is HLA-A25:01 with pseudo-sequence HLA-A25:01. The binding affinity (normalized) is 0.0847. (6) The peptide sequence is MLKLFTHDI. The MHC is HLA-A11:01 with pseudo-sequence HLA-A11:01. The binding affinity (normalized) is 0. (7) The peptide sequence is PTPVNIIGRNL. The MHC is HLA-A01:01 with pseudo-sequence HLA-A01:01. The binding affinity (normalized) is 0. (8) The peptide sequence is LEGSVRVVT. The MHC is HLA-B45:01 with pseudo-sequence HLA-B45:01. The binding affinity (normalized) is 0.623.